This data is from Forward reaction prediction with 1.9M reactions from USPTO patents (1976-2016). The task is: Predict the product of the given reaction. (1) Given the reactants [CH3:1][C@:2]12[C:10]([C:11]3([CH:14]=[CH:15][CH2:16][C:17]([OH:20])([CH3:19])[CH3:18])[CH2:13][CH2:12]3)=[CH:9][CH2:8][C@H:7]1[C@@H:6]([OH:21])[CH2:5][CH2:4][CH2:3]2.[Cr](O[Cr]([O-])(=O)=O)([O-])(=O)=O.[NH+]1C=CC=CC=1.[NH+]1C=CC=CC=1, predict the reaction product. The product is: [CH3:1][C@:2]12[C:10]([C:11]3([CH:14]=[CH:15][CH2:16][C:17]([OH:20])([CH3:18])[CH3:19])[CH2:13][CH2:12]3)=[CH:9][CH2:8][C@H:7]1[C:6](=[O:21])[CH2:5][CH2:4][CH2:3]2. (2) Given the reactants [F:1][C:2]1[CH:10]=[CH:9][CH:8]=[C:7]2[C:3]=1[C:4]([C:32]([NH:34][C@H:35]1[CH2:40][CH2:39][CH2:38][CH2:37][C@@H:36]1[OH:41])=[O:33])=[CH:5][N:6]2[CH2:11][C:12]1[CH:17]=[CH:16][C:15]([C:18]2[N:22](CC3C=CC(OC)=CC=3)[N:21]=[CH:20][CH:19]=2)=[CH:14][CH:13]=1.C(O)(=O)C, predict the reaction product. The product is: [NH:22]1[C:18]([C:15]2[CH:16]=[CH:17][C:12]([CH2:11][N:6]3[C:7]4[C:3](=[C:2]([F:1])[CH:10]=[CH:9][CH:8]=4)[C:4]([C:32]([NH:34][C@H:35]4[CH2:40][CH2:39][CH2:38][CH2:37][C@@H:36]4[OH:41])=[O:33])=[CH:5]3)=[CH:13][CH:14]=2)=[CH:19][CH:20]=[N:21]1. (3) Given the reactants [CH3:1][O:2][C:3](=[O:17])[C:4]([O:7][C:8]1[CH:13]=[C:12]([Cl:14])[C:11]([OH:15])=[CH:10][C:9]=1[Cl:16])([CH3:6])[CH3:5].[CH3:18][N:19]1[C:23]([CH2:24]O)=[CH:22][C:21]([C:26]2[CH:31]=[CH:30][C:29]([O:32][C:33]([F:36])([F:35])[F:34])=[CH:28][CH:27]=2)=[N:20]1.CN(C)C(N=NC(N(C)C)=O)=O.C(P(CCCC)CCCC)CCC, predict the reaction product. The product is: [CH3:1][O:2][C:3](=[O:17])[C:4]([O:7][C:8]1[CH:13]=[C:12]([Cl:14])[C:11]([O:15][CH2:24][C:23]2[N:19]([CH3:18])[N:20]=[C:21]([C:26]3[CH:27]=[CH:28][C:29]([O:32][C:33]([F:35])([F:34])[F:36])=[CH:30][CH:31]=3)[CH:22]=2)=[CH:10][C:9]=1[Cl:16])([CH3:6])[CH3:5]. (4) Given the reactants [C:1]([C:5]1[C:10]([Cl:11])=[CH:9][C:8](I)=[C:7]([O:13][CH2:14][CH3:15])[CH:6]=1)([CH3:4])([CH3:3])[CH3:2].[CH3:16][O-].[Na+].[CH3:19][O:20][CH:21]=[O:22], predict the reaction product. The product is: [C:1]([C:5]1[C:10]([Cl:11])=[CH:9][C:8]([C:21]([O:20][CH2:19][CH3:16])=[O:22])=[C:7]([O:13][CH2:14][CH3:15])[CH:6]=1)([CH3:4])([CH3:3])[CH3:2]. (5) Given the reactants [NH2:1][C:2]1[CH:7]=[CH:6][CH:5]=[CH:4][CH:3]=1.O=[C:9]1[CH2:14][CH2:13][N:12]([C:15]([O:17][CH2:18][C@@H:19]([N:27]([CH2:35][C:36]2[CH:41]=[CH:40][CH:39]=[CH:38][CH:37]=2)[CH2:28][C:29]2[CH:34]=[CH:33][CH:32]=[CH:31][CH:30]=2)[CH2:20][C:21]2[CH:26]=[CH:25][CH:24]=[CH:23][CH:22]=2)=[O:16])[CH2:11][CH2:10]1, predict the reaction product. The product is: [C:2]1([NH:1][CH:9]2[CH2:10][CH2:11][N:12]([C:15]([O:17][CH2:18][C@@H:19]([N:27]([CH2:35][C:36]3[CH:41]=[CH:40][CH:39]=[CH:38][CH:37]=3)[CH2:28][C:29]3[CH:34]=[CH:33][CH:32]=[CH:31][CH:30]=3)[CH2:20][C:21]3[CH:26]=[CH:25][CH:24]=[CH:23][CH:22]=3)=[O:16])[CH2:13][CH2:14]2)[CH:7]=[CH:6][CH:5]=[CH:4][CH:3]=1. (6) Given the reactants [BH4-].[Na+].[Br:3][C:4]1[CH:9]=[CH:8][C:7]([CH:10]([CH:13]=[O:14])[CH:11]=[O:12])=[CH:6][CH:5]=1.C(=O)([O-])O.[Na+], predict the reaction product. The product is: [Br:3][C:4]1[CH:5]=[CH:6][C:7]([CH:10]([CH2:13][OH:14])[CH2:11][OH:12])=[CH:8][CH:9]=1.